This data is from TCR-epitope binding with 47,182 pairs between 192 epitopes and 23,139 TCRs. The task is: Binary Classification. Given a T-cell receptor sequence (or CDR3 region) and an epitope sequence, predict whether binding occurs between them. (1) Result: 0 (the TCR does not bind to the epitope). The epitope is CLGGLLTMV. The TCR CDR3 sequence is CASRRGGLEIEQYF. (2) The epitope is LEPLVDLPI. The TCR CDR3 sequence is CASSLPLAGGSDTQYF. Result: 1 (the TCR binds to the epitope).